Dataset: Peptide-MHC class I binding affinity with 185,985 pairs from IEDB/IMGT. Task: Regression. Given a peptide amino acid sequence and an MHC pseudo amino acid sequence, predict their binding affinity value. This is MHC class I binding data. (1) The peptide sequence is IYDFYYLDY. The MHC is HLA-A02:01 with pseudo-sequence HLA-A02:01. The binding affinity (normalized) is 0.0847. (2) The peptide sequence is GEGPGINPI. The MHC is HLA-A11:01 with pseudo-sequence HLA-A11:01. The binding affinity (normalized) is 0.213.